This data is from Full USPTO retrosynthesis dataset with 1.9M reactions from patents (1976-2016). The task is: Predict the reactants needed to synthesize the given product. (1) The reactants are: [N:1]([CH2:4][C:5]1[CH:6]=[C:7]2[N:12]([C:13]=1[C:14]1[CH:19]=[CH:18][CH:17]=[CH:16][CH:15]=1)[CH:11]=[CH:10][CH:9]=[CH:8]2)=[N+]=[N-].C1C=CC(P(C2C=CC=CC=2)C2C=CC=CC=2)=CC=1.O. Given the product [C:14]1([C:13]2[N:12]3[C:7]([CH:8]=[CH:9][CH:10]=[CH:11]3)=[CH:6][C:5]=2[CH2:4][NH2:1])[CH:15]=[CH:16][CH:17]=[CH:18][CH:19]=1, predict the reactants needed to synthesize it. (2) Given the product [Cl:36][C:19]1[C:20]([NH:22][C:23]2[C:34]([F:35])=[CH:33][CH:32]=[CH:31][C:24]=2[C:25]([NH:27][CH2:28][C:29]#[CH:30])=[O:26])=[N:21][C:16]([NH:14][C:12]2[CH:11]=[CH:10][C:9]3[N:3]([CH2:1][CH3:2])[CH2:4][CH2:5][CH2:6][O:7][C:8]=3[CH:13]=2)=[N:17][CH:18]=1, predict the reactants needed to synthesize it. The reactants are: [CH2:1]([N:3]1[C:9]2[CH:10]=[CH:11][C:12]([NH2:14])=[CH:13][C:8]=2[O:7][CH2:6][CH2:5][CH2:4]1)[CH3:2].Cl[C:16]1[N:21]=[C:20]([NH:22][C:23]2[C:34]([F:35])=[CH:33][CH:32]=[CH:31][C:24]=2[C:25]([NH:27][CH2:28][C:29]#[CH:30])=[O:26])[C:19]([Cl:36])=[CH:18][N:17]=1. (3) The reactants are: [F:1][CH:2]([F:11])[O:3][C:4]1[CH:10]=[CH:9][C:7]([NH2:8])=[CH:6][CH:5]=1.[N:12]([O-])=O.[Na+].C([O-])(=O)C.[Na+].[C:21]([CH2:24][C:25](=[O:27])[CH3:26])(=[O:23])[CH3:22]. Given the product [F:1][CH:2]([F:11])[O:3][C:4]1[CH:10]=[CH:9][C:7]([NH:8][N:12]=[C:24]([C:25](=[O:27])[CH3:26])[C:21](=[O:23])[CH3:22])=[CH:6][CH:5]=1, predict the reactants needed to synthesize it.